Dataset: Reaction yield outcomes from USPTO patents with 853,638 reactions. Task: Predict the reaction yield, written as a fraction of the theoretical maximum amount of product (1.0 means a 100% yield; for example, 0.34 means a 34% yield). (1) The reactants are [H-].[Na+].[I-].[CH3:4][S+](C)(C)=O.[C:9]([O:13][C:14]([NH:16][C:17]1[CH:18]=[CH:19][C:20]([C:33]([C:35]#[N:36])=[CH2:34])=[C:21]([CH:32]=1)[CH2:22][N:23]([CH3:31])[C:24](=[O:30])[O:25][C:26]([CH3:29])([CH3:28])[CH3:27])=[O:15])([CH3:12])([CH3:11])[CH3:10]. The catalyst is CS(C)=O. The product is [C:9]([O:13][C:14]([NH:16][C:17]1[CH:18]=[CH:19][C:20]([C:33]2([C:35]#[N:36])[CH2:4][CH2:34]2)=[C:21]([CH:32]=1)[CH2:22][N:23]([CH3:31])[C:24](=[O:30])[O:25][C:26]([CH3:27])([CH3:28])[CH3:29])=[O:15])([CH3:10])([CH3:11])[CH3:12]. The yield is 0.496. (2) The reactants are FC(F)(F)S(O[C:7]1[CH:12]=[CH:11][C:10]([N:13]2[CH:18]=[C:17]([O:19][CH3:20])[C:16](=[O:21])[C:15]([C:22]3[N:26]([C:27]4[CH:32]=[CH:31][CH:30]=[CH:29][CH:28]=4)[N:25]=[CH:24][CH:23]=3)=[N:14]2)=[C:9]([F:33])[CH:8]=1)(=O)=O.[CH:36]1([CH:39]=[CH2:40])[CH2:38][CH2:37]1.CCN(C(C)C)C(C)C. The catalyst is CN(C=O)C.C([O-])(O)=O.[Na+].[Cu]I.Cl[Pd](Cl)([P](C1C=CC=CC=1)(C1C=CC=CC=1)C1C=CC=CC=1)[P](C1C=CC=CC=1)(C1C=CC=CC=1)C1C=CC=CC=1.C1C=CC(P(C2C=CC=CC=2)C2C=CC=CC=2)=CC=1. The product is [CH:36]1([C:39]#[C:40][C:7]2[CH:12]=[CH:11][C:10]([N:13]3[CH:18]=[C:17]([O:19][CH3:20])[C:16](=[O:21])[C:15]([C:22]4[N:26]([C:27]5[CH:28]=[CH:29][CH:30]=[CH:31][CH:32]=5)[N:25]=[CH:24][CH:23]=4)=[N:14]3)=[C:9]([F:33])[CH:8]=2)[CH2:38][CH2:37]1. The yield is 0.850. (3) The reactants are Cl[CH2:2][CH2:3][O:4][C:5]1[C:17]2[C:16]3[C:11]4=[C:12]([O:18][CH2:19][CH:20]([C:21]5[CH:26]=[CH:25][CH:24]=[CH:23][CH:22]=5)[N:10]4[C:9]=2[CH:8]=[CH:7][CH:6]=1)[CH:13]=[CH:14][CH:15]=3.[NH:27]1[CH2:32][CH2:31][O:30][CH2:29][CH2:28]1.[I-].[Na+].C(=O)([O-])[O-].[K+].[K+]. The catalyst is CN(C=O)C. The product is [C:21]1([CH:20]2[N:10]3[C:11]4[C:16]([C:17]5[C:5]([O:4][CH2:3][CH2:2][N:27]6[CH2:32][CH2:31][O:30][CH2:29][CH2:28]6)=[CH:6][CH:7]=[CH:8][C:9]=53)=[CH:15][CH:14]=[CH:13][C:12]=4[O:18][CH2:19]2)[CH:26]=[CH:25][CH:24]=[CH:23][CH:22]=1. The yield is 0.610. (4) The reactants are [C:1](Cl)(=[O:5])[C:2]([CH3:4])=[CH2:3].[CH3:7][C:8]1([CH3:29])[C:16]2[C:11](=[CH:12][C:13]([OH:17])=[CH:14][CH:15]=2)[C:10]2([C:25]3[C:20](=[CH:21][CH:22]=[C:23]([OH:26])[CH:24]=3)[C:19]([CH3:28])([CH3:27])[CH2:18]2)[CH2:9]1.C(N(CC)CC)C. The catalyst is C(Cl)Cl. The product is [C:1]([OH:5])(=[O:17])[C:2]([CH3:4])=[CH2:3].[C:1]([OH:5])(=[O:17])[C:2]([CH3:4])=[CH2:3].[CH3:27][C:19]1([CH3:28])[C:20]2[C:25](=[CH:24][C:23]([OH:26])=[CH:22][CH:21]=2)[C:10]2([C:11]3[C:16](=[CH:15][CH:14]=[C:13]([OH:17])[CH:12]=3)[C:8]([CH3:29])([CH3:7])[CH2:9]2)[CH2:18]1. The yield is 0.780. (5) The reactants are [NH2:1][CH:2]1[CH2:8][CH2:7][CH2:6][CH2:5][N:4]([C:9]([O:11][C:12]([CH3:15])([CH3:14])[CH3:13])=[O:10])[CH2:3]1.Cl[C:17]1[N:22]=[CH:21][N:20]=[C:19]2[N:23]([CH2:26][O:27][CH2:28][CH2:29][Si:30]([CH3:33])([CH3:32])[CH3:31])[N:24]=[CH:25][C:18]=12.CCN(C(C)C)C(C)C.O. The catalyst is CN(C=O)C. The product is [CH3:31][Si:30]([CH3:33])([CH3:32])[CH2:29][CH2:28][O:27][CH2:26][N:23]1[C:19]2=[N:20][CH:21]=[N:22][C:17]([NH:1][CH:2]3[CH2:8][CH2:7][CH2:6][CH2:5][N:4]([C:9]([O:11][C:12]([CH3:15])([CH3:14])[CH3:13])=[O:10])[CH2:3]3)=[C:18]2[CH:25]=[N:24]1. The yield is 0.858. (6) The reactants are Cl[C:2]1[N:7]=[C:6]([NH:8][CH2:9][CH2:10][N:11]([CH3:13])[CH3:12])[N:5]=[C:4]2[N:14]([C:19]3[C:24]([F:25])=[CH:23][CH:22]=[CH:21][C:20]=3[F:26])[C:15](=[O:18])[NH:16][CH2:17][C:3]=12.O.C(=O)([O-])[O-].[K+].[K+].CC1(C)C(C)(C)OB([C:42]2[CH:43]=[C:44]([CH:48]=[CH:49][CH:50]=2)[C:45]([OH:47])=[O:46])O1. The catalyst is O1CCOCC1.C1C=CC([P]([Pd]([P](C2C=CC=CC=2)(C2C=CC=CC=2)C2C=CC=CC=2)([P](C2C=CC=CC=2)(C2C=CC=CC=2)C2C=CC=CC=2)[P](C2C=CC=CC=2)(C2C=CC=CC=2)C2C=CC=CC=2)(C2C=CC=CC=2)C2C=CC=CC=2)=CC=1. The product is [F:26][C:20]1[CH:21]=[CH:22][CH:23]=[C:24]([F:25])[C:19]=1[N:14]1[C:4]2[N:5]=[C:6]([NH:8][CH2:9][CH2:10][N:11]([CH3:13])[CH3:12])[N:7]=[C:2]([C:42]3[CH:43]=[C:44]([CH:48]=[CH:49][CH:50]=3)[C:45]([OH:47])=[O:46])[C:3]=2[CH2:17][NH:16][C:15]1=[O:18]. The yield is 0.980. (7) The reactants are C(OC([N:8]1[CH2:11][CH:10]([C:12]2[CH:38]=[CH:37][C:15]3[C:16]4[C:20]([CH2:21][CH2:22][O:23][C:14]=3[CH:13]=2)=[CH:19][N:18]([C:24]2[N:25]([C:29]3[CH:34]=[CH:33][C:32]([F:35])=[CH:31][C:30]=3[F:36])[N:26]=[CH:27][N:28]=2)[N:17]=4)[CH2:9]1)=O)(C)(C)C.[ClH:39]. The catalyst is O1CCOCC1. The product is [ClH:39].[NH:8]1[CH2:9][CH:10]([C:12]2[CH:38]=[CH:37][C:15]3[C:16]4[C:20]([CH2:21][CH2:22][O:23][C:14]=3[CH:13]=2)=[CH:19][N:18]([C:24]2[N:25]([C:29]3[CH:34]=[CH:33][C:32]([F:35])=[CH:31][C:30]=3[F:36])[N:26]=[CH:27][N:28]=2)[N:17]=4)[CH2:11]1. The yield is 1.00.